From a dataset of Full USPTO retrosynthesis dataset with 1.9M reactions from patents (1976-2016). Predict the reactants needed to synthesize the given product. Given the product [C:1]([O:5][C:6](=[O:29])[C:7]([O:10]/[N:11]=[C:12](/[C:16]1[N:17]=[C:18]([NH:21][C:22]([O:24][C:25]([CH3:28])([CH3:27])[CH3:26])=[O:23])[S:19][C:20]=1[Cl:37])\[C:13]([OH:15])=[O:14])([CH3:9])[CH3:8])([CH3:2])([CH3:3])[CH3:4], predict the reactants needed to synthesize it. The reactants are: [C:1]([O:5][C:6](=[O:29])[C:7]([O:10]/[N:11]=[C:12](/[C:16]1[N:17]=[C:18]([NH:21][C:22]([O:24][C:25]([CH3:28])([CH3:27])[CH3:26])=[O:23])[S:19][CH:20]=1)\[C:13]([OH:15])=[O:14])([CH3:9])[CH3:8])([CH3:4])([CH3:3])[CH3:2].C1C(=O)N([Cl:37])C(=O)C1.